This data is from Full USPTO retrosynthesis dataset with 1.9M reactions from patents (1976-2016). The task is: Predict the reactants needed to synthesize the given product. (1) Given the product [C:1]([S:5][C:6]1[C:14]2[C:9](=[CH:10][CH:11]=[C:12]([O:15][CH2:16][C:17]3[CH:22]=[CH:21][CH:20]=[CH:19][N:18]=3)[CH:13]=2)[N:8]([CH2:23][C:24]2[CH:29]=[CH:28][C:27]([C:30]3[CH:31]=[N:52][C:33]([O:36][CH3:37])=[CH:34][CH:35]=3)=[N:26][CH:25]=2)[C:7]=1[CH2:38][C:39]([CH3:44])([CH3:43])[C:40]([OH:42])=[O:41])([CH3:2])([CH3:4])[CH3:3], predict the reactants needed to synthesize it. The reactants are: [C:1]([S:5][C:6]1[C:14]2[C:9](=[CH:10][CH:11]=[C:12]([O:15][CH2:16][C:17]3[CH:22]=[CH:21][CH:20]=[CH:19][N:18]=3)[CH:13]=2)[N:8]([CH2:23][C:24]2[CH:25]=[N:26][C:27]([C:30]3[CH:35]=[CH:34][C:33]([O:36][CH3:37])=C[CH:31]=3)=[CH:28][CH:29]=2)[C:7]=1[CH2:38][C:39]([CH3:44])([CH3:43])[C:40]([OH:42])=[O:41])([CH3:4])([CH3:3])[CH3:2].C(SC1C2C(=CC=C(OCC3C=CC=CN=3)C=2)[N:52](CC2C=NC(C3C=CC(OC(F)(F)F)=CC=3)=CC=2)C=1CC(C)(C)C(O)=O)(C)(C)C.C(SC1C2C(=CC=C(OCC3C=CC=CN=3)C=2)N(CC2C=CC(C3C=CC(OC)=CC=3)=CN=2)C=1CC(C)(C)C(O)=O)(C)(C)C.C(SC1C2C(=CC=C(OCC3C=CC=CN=3)C=2)N(CC2C=CC(C3C=CC(OC(F)(F)F)=CC=3)=CN=2)C=1CC(C)(C)C(O)=O)(C)(C)C. (2) Given the product [CH3:30][C:31]1([CH3:37])[CH2:36][CH2:35][CH2:34][N:33]([C:27]([C:23]2[N:24]=[CH:25][N:26]=[C:21]([NH:20][C:16]3[CH:17]=[C:18]4[C:13](=[CH:14][CH:15]=3)[CH2:12][C:4]3([C:5]5[C:6](=[N:7][CH:8]=[CH:9][CH:10]=5)[NH:11][C:3]3=[O:2])[CH2:19]4)[CH:22]=2)=[O:29])[CH2:32]1, predict the reactants needed to synthesize it. The reactants are: Cl.[O:2]=[C:3]1[NH:11][C:6]2=[N:7][CH:8]=[CH:9][CH:10]=[C:5]2[C:4]21[CH2:19][C:18]1[C:13](=[CH:14][CH:15]=[C:16]([NH:20][C:21]3[N:26]=[CH:25][N:24]=[C:23]([C:27]([OH:29])=O)[CH:22]=3)[CH:17]=1)[CH2:12]2.[CH3:30][C:31]1([CH3:37])[CH2:36][CH2:35][CH2:34][NH:33][CH2:32]1.C(N(CC)CC)C.CN(C(ON1N=NC2C=CC=CC1=2)=[N+](C)C)C.[B-](F)(F)(F)F. (3) Given the product [C:11]([O:10][C:8]([N:5]1[CH2:6][CH2:7][CH:2]([C:16]2[N:21]=[C:20]([C:22]([O:24][CH3:25])=[O:23])[CH:19]=[CH:18][N:17]=2)[CH2:3][CH2:4]1)=[O:9])([CH3:14])([CH3:13])[CH3:12], predict the reactants needed to synthesize it. The reactants are: I[CH:2]1[CH2:7][CH2:6][N:5]([C:8]([O:10][C:11]([CH3:14])([CH3:13])[CH3:12])=[O:9])[CH2:4][CH2:3]1.Cl[C:16]1[N:21]=[C:20]([C:22]([O:24][CH3:25])=[O:23])[CH:19]=[CH:18][N:17]=1.CN(C=O)C. (4) Given the product [F:21][C:18]([F:19])([F:20])[CH:17]([CH:14]1[CH2:15][CH2:16][N:11]([C:9](=[O:10])[CH3:48])[CH2:12][CH2:13]1)[O:22][C:23]1[CH:45]=[CH:44][C:26]2[C:27]3[N:31]([CH:30]=[C:29]([C:35]4[N:36]([CH:41]([CH3:43])[CH3:42])[N:37]=[C:38]([CH3:40])[N:39]=4)[N:28]=3)[CH2:32][CH2:33][O:34][C:25]=2[CH:24]=1, predict the reactants needed to synthesize it. The reactants are: C(O[C:9]([N:11]1[CH2:16][CH2:15][CH:14]([CH:17]([O:22][C:23]2[CH:45]=[CH:44][C:26]3[C:27]4[N:31]([CH2:32][CH2:33][O:34][C:25]=3[CH:24]=2)[CH:30]=[C:29]([C:35]2[N:36]([CH:41]([CH3:43])[CH3:42])[N:37]=[C:38]([CH3:40])[N:39]=2)[N:28]=4)[C:18]([F:21])([F:20])[F:19])[CH2:13][CH2:12]1)=[O:10])C1C=CC=CC=1.CO.[CH3:48]CN(C(C)C)C(C)C.C(Cl)(=O)C.